This data is from TCR-epitope binding with 47,182 pairs between 192 epitopes and 23,139 TCRs. The task is: Binary Classification. Given a T-cell receptor sequence (or CDR3 region) and an epitope sequence, predict whether binding occurs between them. (1) The epitope is NEGVKAAW. The TCR CDR3 sequence is CASSFGRLTHTDTQYF. Result: 0 (the TCR does not bind to the epitope). (2) The epitope is KLGGALQAK. The TCR CDR3 sequence is CASSKSGTGMYEQYF. Result: 0 (the TCR does not bind to the epitope). (3) The epitope is KRWIIMGLNK. The TCR CDR3 sequence is CASSQGNQNTGELFF. Result: 0 (the TCR does not bind to the epitope). (4) The epitope is LLWNGPMAV. The TCR CDR3 sequence is CASSQDPHNEQFF. Result: 0 (the TCR does not bind to the epitope). (5) The epitope is LLSAGIFGA. The TCR CDR3 sequence is CASSLVSGQGDLSSYNEQFF. Result: 0 (the TCR does not bind to the epitope). (6) The epitope is KLGGALQAK. The TCR CDR3 sequence is CASSFAGYEQYF. Result: 1 (the TCR binds to the epitope). (7) The epitope is CTELKLSDY. The TCR CDR3 sequence is CASGLGQGGTRETQYF. Result: 0 (the TCR does not bind to the epitope). (8) The epitope is YVLDHLIVV. Result: 0 (the TCR does not bind to the epitope). The TCR CDR3 sequence is CASSYPSGNSYNEQFF. (9) The epitope is TSNQVAVLY. Result: 0 (the TCR does not bind to the epitope). The TCR CDR3 sequence is CATSVTGDPNTEAFF.